This data is from Full USPTO retrosynthesis dataset with 1.9M reactions from patents (1976-2016). The task is: Predict the reactants needed to synthesize the given product. (1) Given the product [NH2:8][C:7]1[CH:6]=[CH:5][C:4]([CH2:11][C:12]([O:14][CH2:15][CH3:16])=[O:13])=[CH:3][C:2]=1[OH:1], predict the reactants needed to synthesize it. The reactants are: [OH:1][C:2]1[CH:3]=[C:4]([CH2:11][C:12]([O:14][CH2:15][CH3:16])=[O:13])[CH:5]=[CH:6][C:7]=1[N+:8]([O-])=O.C([O-])=O.[NH4+]. (2) Given the product [Cl:32][C:33]1[CH:34]=[C:35]([CH2:39][C:40]([NH:1][C:2]2[CH:7]=[CH:6][CH:5]=[C:4]([C:8]3[N:13]4[N:14]=[C:15]([NH:17][C:18]5[CH:23]=[CH:22][C:21]([O:24][CH2:25][CH2:26][N:27]6[CH2:28][CH2:29][CH2:30][CH2:31]6)=[CH:20][CH:19]=5)[N:16]=[C:12]4[CH:11]=[CH:10][CH:9]=3)[CH:3]=2)=[O:41])[CH:36]=[CH:37][CH:38]=1, predict the reactants needed to synthesize it. The reactants are: [NH2:1][C:2]1[CH:3]=[C:4]([C:8]2[N:13]3[N:14]=[C:15]([NH:17][C:18]4[CH:23]=[CH:22][C:21]([O:24][CH2:25][CH2:26][N:27]5[CH2:31][CH2:30][CH2:29][CH2:28]5)=[CH:20][CH:19]=4)[N:16]=[C:12]3[CH:11]=[CH:10][CH:9]=2)[CH:5]=[CH:6][CH:7]=1.[Cl:32][C:33]1[CH:34]=[C:35]([CH2:39][C:40](O)=[O:41])[CH:36]=[CH:37][CH:38]=1.C(N(C(C)C)CC)(C)C.CN(C(ON1N=NC2C=CC=CC1=2)=[N+](C)C)C.F[P-](F)(F)(F)(F)F. (3) Given the product [I:3][C:4]1[NH:5][C:6]([C@@H:10]2[CH2:14][C@H:13]([CH3:15])[CH2:12][N:11]2[C:16]([O:18][C:19]([CH3:20])([CH3:22])[CH3:21])=[O:17])=[N:7][CH:8]=1, predict the reactants needed to synthesize it. The reactants are: [Li+].[Cl-].[I:3][C:4]1[N:5]=[C:6]([C@@H:10]2[CH2:14][C@H:13]([CH3:15])[CH2:12][N:11]2[C:16]([O:18][C:19]([CH3:22])([CH3:21])[CH3:20])=[O:17])[NH:7][C:8]=1I.C[Mg]Cl.C([Mg]Cl)(C)C.[NH4+].[Cl-]. (4) Given the product [C:1]([O:5][C:6]([N:8]1[CH2:14][CH2:13][C:12]2[CH:15]=[C:16]([O:19][CH2:29][C:30]3[CH:31]=[CH:32][C:33]([C:34]([O:36][CH3:37])=[O:35])=[CH:38][CH:39]=3)[CH:17]=[CH:18][C:11]=2[CH2:10][CH2:9]1)=[O:7])([CH3:4])([CH3:2])[CH3:3], predict the reactants needed to synthesize it. The reactants are: [C:1]([O:5][C:6]([N:8]1[CH2:14][CH2:13][C:12]2[CH:15]=[C:16]([OH:19])[CH:17]=[CH:18][C:11]=2[CH2:10][CH2:9]1)=[O:7])([CH3:4])([CH3:3])[CH3:2].C(=O)([O-])[O-].[K+].[K+].[I-].[K+].Br[CH2:29][C:30]1[CH:39]=[CH:38][C:33]([C:34]([O:36][CH3:37])=[O:35])=[CH:32][CH:31]=1. (5) Given the product [CH2:29]([O:28][C:13]1[CH:12]=[C:11]([CH:16]=[CH:15][C:14]=1[NH:17][S:18]([C:21]1[CH:22]=[CH:23][C:24]([CH3:27])=[CH:25][CH:26]=1)(=[O:20])=[O:19])[O:10][C:8]1[CH:7]=[CH:6][C:5]([NH:31][S:32]([C:35]2[CH:36]=[CH:37][C:38]([CH3:41])=[CH:39][CH:40]=2)(=[O:34])=[O:33])=[C:4]([CH:9]=1)[C:3]([OH:42])=[O:2])[CH3:30], predict the reactants needed to synthesize it. The reactants are: C[O:2][C:3](=[O:42])[C:4]1[CH:9]=[C:8]([O:10][C:11]2[CH:16]=[CH:15][C:14]([NH:17][S:18]([C:21]3[CH:26]=[CH:25][C:24]([CH3:27])=[CH:23][CH:22]=3)(=[O:20])=[O:19])=[C:13]([O:28][CH2:29][CH3:30])[CH:12]=2)[CH:7]=[CH:6][C:5]=1[NH:31][S:32]([C:35]1[CH:40]=[CH:39][C:38]([CH3:41])=[CH:37][CH:36]=1)(=[O:34])=[O:33]. (6) Given the product [NH2:1][C:2]1[N:7]=[CH:6][N:5]=[C:4]([CH2:8][C:9]2[CH:14]=[CH:13][C:12]([NH:15][C:36]([NH:35][C:31]3[CH:32]=[CH:33][CH:34]=[C:29]([C:28]([F:38])([F:39])[F:27])[CH:30]=3)=[O:37])=[CH:11][CH:10]=2)[CH:3]=1, predict the reactants needed to synthesize it. The reactants are: [NH2:1][C:2]1[N:7]=[CH:6][N:5]=[C:4]([CH2:8][C:9]2[CH:14]=[CH:13][C:12]([NH:15]C(NC3C=CC(CC)=CC=3)=O)=[CH:11][CH:10]=2)[CH:3]=1.[F:27][C:28]([F:39])([F:38])[C:29]1[CH:34]=[CH:33][CH:32]=[C:31]([N:35]=[C:36]=[O:37])[CH:30]=1. (7) Given the product [Cl:13][CH2:14][C:15](=[O:16])[CH2:7][C:6]1[CH:9]=[CH:10][C:11]([Cl:12])=[C:4]([Cl:3])[CH:5]=1, predict the reactants needed to synthesize it. The reactants are: II.[Cl:3][C:4]1[CH:5]=[C:6]([CH:9]=[CH:10][C:11]=1[Cl:12])[CH2:7]Cl.[Cl:13][CH2:14][C:15](Cl)=[O:16].Cl.